Predict the reactants needed to synthesize the given product. From a dataset of Full USPTO retrosynthesis dataset with 1.9M reactions from patents (1976-2016). (1) The reactants are: C(C1C=NC2C(C(OC)=O)=C(OC)C(C3C=CC=C(F)C=3)=CC=2N=1)CCC.[F:28][C:29]1[CH:30]=[C:31]([C:35]2[C:36]([O:54]C)=[C:37]([C:50]([O:52]C)=[O:51])[C:38]3[N:39]=[CH:40][C:41]([C:45]4[S:46][CH:47]=[CH:48][N:49]=4)=[N:42][C:43]=3[CH:44]=2)[CH:32]=[CH:33][CH:34]=1.B(Br)(Br)Br.C(C1C=NC2C(C(O)=O)=C(O)C(C3C=CC=C(F)C=3)=CC=2N=1)CCC. Given the product [F:28][C:29]1[CH:30]=[C:31]([C:35]2[C:36]([OH:54])=[C:37]([C:50]([OH:52])=[O:51])[C:38]3[N:39]=[CH:40][C:41]([C:45]4[S:46][CH:47]=[CH:48][N:49]=4)=[N:42][C:43]=3[CH:44]=2)[CH:32]=[CH:33][CH:34]=1, predict the reactants needed to synthesize it. (2) Given the product [CH2:19]([N:8]([CH2:1][C:2]1[CH:7]=[CH:6][CH:5]=[CH:4][CH:3]=1)[C:9]1[CH:18]=[CH:17][CH:16]=[CH:15][C:10]=1[C:11]1([OH:12])[CH2:27][CH2:26]1)[C:20]1[CH:21]=[CH:22][CH:23]=[CH:24][CH:25]=1, predict the reactants needed to synthesize it. The reactants are: [CH2:1]([N:8]([CH2:19][C:20]1[CH:25]=[CH:24][CH:23]=[CH:22][CH:21]=1)[C:9]1[CH:18]=[CH:17][CH:16]=[CH:15][C:10]=1[C:11](OC)=[O:12])[C:2]1[CH:7]=[CH:6][CH:5]=[CH:4][CH:3]=1.[CH2:26]([Mg]Br)[CH3:27].[Cl-].[NH4+]. (3) Given the product [Cl:23][C:24]1[CH:31]=[CH:30][C:27]([CH:28]=[N:22][NH:21][C:19]([C:11]2[NH:12][C:13]3[C:18]([C:10]=2[S:7]([C:1]2[CH:2]=[CH:3][CH:4]=[CH:5][CH:6]=2)(=[O:9])=[O:8])=[CH:17][CH:16]=[CH:15][CH:14]=3)=[O:20])=[CH:26][CH:25]=1, predict the reactants needed to synthesize it. The reactants are: [C:1]1([S:7]([C:10]2[C:18]3[C:13](=[CH:14][CH:15]=[CH:16][CH:17]=3)[NH:12][C:11]=2[C:19]([NH:21][NH2:22])=[O:20])(=[O:9])=[O:8])[CH:6]=[CH:5][CH:4]=[CH:3][CH:2]=1.[Cl:23][C:24]1[CH:31]=[CH:30][C:27]([CH:28]=O)=[CH:26][CH:25]=1. (4) Given the product [Cl:1][C:2]1[CH:3]=[C:4]([C@H:10]2[O:24][C:14](=[O:23])[NH:13][C@H:11]2[CH3:12])[CH:5]=[CH:6][C:7]=1[O:8][CH3:9], predict the reactants needed to synthesize it. The reactants are: [Cl:1][C:2]1[CH:3]=[C:4]([C@@H:10]([OH:24])[C@@H:11]([NH:13][C:14](=[O:23])OCC2C=CC=CC=2)[CH3:12])[CH:5]=[CH:6][C:7]=1[O:8][CH3:9].[H-].[Na+]. (5) Given the product [NH:13]1[CH:17]=[C:16]([C:2]2[N:7]=[CH:6][C:5]([C:8]([O:10][CH2:11][CH3:12])=[O:9])=[CH:4][CH:3]=2)[CH:15]=[N:14]1, predict the reactants needed to synthesize it. The reactants are: Cl[C:2]1[N:7]=[CH:6][C:5]([C:8]([O:10][CH2:11][CH3:12])=[O:9])=[CH:4][CH:3]=1.[NH:13]1[CH:17]=[C:16](B(O)O)[CH:15]=[N:14]1.C(=O)([O-])[O-].[Na+].[Na+]. (6) Given the product [NH2:8][C@H:9]([CH2:22][C:23]1[CH:28]=[C:27]([F:29])[CH:26]=[CH:25][C:24]=1[F:30])[CH2:10][C:11]([N:13]1[CH2:19][CH2:18][CH2:17][N:16]([CH3:20])[C:15](=[O:21])[CH2:14]1)=[O:12], predict the reactants needed to synthesize it. The reactants are: C(OC([NH:8][C@H:9]([CH2:22][C:23]1[CH:28]=[C:27]([F:29])[CH:26]=[CH:25][C:24]=1[F:30])[CH2:10][C:11]([N:13]1[CH2:19][CH2:18][CH2:17][N:16]([CH3:20])[C:15](=[O:21])[CH2:14]1)=[O:12])=O)(C)(C)C.Cl. (7) The reactants are: [NH2:1][CH2:2][C:3]1[CH:4]=[CH:5][C:6]([Cl:12])=[C:7]([CH:11]=1)[C:8]([OH:10])=[O:9].CS[C:15]1C2C(=CC(Br)=CC=2Br)N[C:16]=1SC. Given the product [CH2:15]([O:9][C:8](=[O:10])[C:7]1[CH:11]=[C:3]([CH2:2][NH2:1])[CH:4]=[CH:5][C:6]=1[Cl:12])[CH3:16], predict the reactants needed to synthesize it. (8) Given the product [CH:22]1([S:19]([NH:18][CH2:17][CH2:16][CH2:15][CH2:14][N:11]2[CH2:12][CH2:13][N:8]([C:4]3[CH:3]=[C:2]([NH:1][C:28](=[O:30])[CH3:29])[CH:7]=[CH:6][CH:5]=3)[CH2:9][CH2:10]2)(=[O:21])=[O:20])[CH2:27][CH2:26][CH2:25][CH2:24][CH2:23]1, predict the reactants needed to synthesize it. The reactants are: [NH2:1][C:2]1[CH:3]=[C:4]([N:8]2[CH2:13][CH2:12][N:11]([CH2:14][CH2:15][CH2:16][CH2:17][NH:18][S:19]([CH:22]3[CH2:27][CH2:26][CH2:25][CH2:24][CH2:23]3)(=[O:21])=[O:20])[CH2:10][CH2:9]2)[CH:5]=[CH:6][CH:7]=1.[C:28](Cl)(=[O:30])[CH3:29]. (9) Given the product [Br:1][C:2]1[S:6][C:5](=[NH:7])[N:4]([CH3:15])[C:3]=1[CH2:16][N:17]1[CH2:22][CH2:21][N:20]([C:23](=[O:40])[CH2:24][CH2:25][S:26]([C:29]2[CH:38]=[CH:37][C:36]3[C:31](=[CH:32][CH:33]=[C:34]([Cl:39])[CH:35]=3)[CH:30]=2)(=[O:27])=[O:28])[CH2:19][CH2:18]1, predict the reactants needed to synthesize it. The reactants are: [Br:1][C:2]1[S:6]/[C:5](=[N:7]\C(=O)OC(C)(C)C)/[N:4]([CH3:15])[C:3]=1[CH2:16][N:17]1[CH2:22][CH2:21][N:20]([C:23](=[O:40])[CH2:24][CH2:25][S:26]([C:29]2[CH:38]=[CH:37][C:36]3[C:31](=[CH:32][CH:33]=[C:34]([Cl:39])[CH:35]=3)[CH:30]=2)(=[O:28])=[O:27])[CH2:19][CH2:18]1. (10) Given the product [CH3:1][C:2]1[CH:8]=[C:7]([N+:9]([O-:11])=[O:10])[CH:6]=[CH:5][C:3]=1[NH:4][S:16]([CH2:15][CH2:14][CH2:13][Cl:12])(=[O:18])=[O:17], predict the reactants needed to synthesize it. The reactants are: [CH3:1][C:2]1[CH:8]=[C:7]([N+:9]([O-:11])=[O:10])[CH:6]=[CH:5][C:3]=1[NH2:4].[Cl:12][CH2:13][CH2:14][CH2:15][S:16](Cl)(=[O:18])=[O:17].